This data is from Full USPTO retrosynthesis dataset with 1.9M reactions from patents (1976-2016). The task is: Predict the reactants needed to synthesize the given product. (1) Given the product [F:26][C:23]([F:24])([F:25])[C:21]1[CH:20]=[CH:19][C:18]([O:27][CH2:28][C:29]2[CH:30]=[CH:31][C:32]([Cl:35])=[CH:33][CH:34]=2)=[C:17]([C:12]2[N:11]([C:7]3[CH:6]=[C:5]([CH:10]=[CH:9][CH:8]=3)[C:4]([OH:36])=[O:3])[C:15]([CH3:16])=[CH:14][CH:13]=2)[CH:22]=1, predict the reactants needed to synthesize it. The reactants are: C([O:3][C:4](=[O:36])[C:5]1[CH:10]=[CH:9][CH:8]=[C:7]([N:11]2[C:15]([CH3:16])=[CH:14][CH:13]=[C:12]2[C:17]2[CH:22]=[C:21]([C:23]([F:26])([F:25])[F:24])[CH:20]=[CH:19][C:18]=2[O:27][CH2:28][C:29]2[CH:34]=[CH:33][C:32]([Cl:35])=[CH:31][CH:30]=2)[CH:6]=1)C.[OH-].[Na+].CCO. (2) The reactants are: [CH:1]1([C:5](=[O:20])[CH2:6][C:7]2[CH:12]=[CH:11][C:10]([O:13][CH:14]3[CH2:19][CH2:18][CH2:17][CH2:16][CH2:15]3)=[CH:9][CH:8]=2)[CH2:4][CH2:3][CH2:2]1.C(N(CC)CC)C.[C:28]([O:32][CH2:33][CH3:34])(=[O:31])[CH:29]=[O:30]. Given the product [CH2:33]([O:32][C:28](=[O:31])[CH:29]([OH:30])[CH:6]([C:7]1[CH:8]=[CH:9][C:10]([O:13][CH:14]2[CH2:15][CH2:16][CH2:17][CH2:18][CH2:19]2)=[CH:11][CH:12]=1)[C:5]([CH:1]1[CH2:2][CH2:3][CH2:4]1)=[O:20])[CH3:34], predict the reactants needed to synthesize it.